This data is from Forward reaction prediction with 1.9M reactions from USPTO patents (1976-2016). The task is: Predict the product of the given reaction. (1) Given the reactants CS(O[CH2:6][CH2:7][O:8][C:9]1[C:17]2[C:12](=[N:13][CH:14]=[N:15][C:16]=2[NH:18][C:19]2[CH:24]=[CH:23][C:22]([O:25][CH2:26][C:27]3[CH:32]=[CH:31][CH:30]=[CH:29][CH:28]=3)=[C:21]([CH3:33])[CH:20]=2)[NH:11][N:10]=1)(=O)=O.[CH2:34]([N:36]1[CH2:41][CH2:40][NH:39][CH2:38][CH2:37]1)[CH3:35], predict the reaction product. The product is: [CH2:26]([O:25][C:22]1[CH:23]=[CH:24][C:19]([NH:18][C:16]2[N:15]=[CH:14][N:13]=[C:12]3[NH:11][N:10]=[C:9]([O:8][CH2:7][CH2:6][N:39]4[CH2:40][CH2:41][N:36]([CH2:34][CH3:35])[CH2:37][CH2:38]4)[C:17]=23)=[CH:20][C:21]=1[CH3:33])[C:27]1[CH:32]=[CH:31][CH:30]=[CH:29][CH:28]=1. (2) Given the reactants CS[C:3]1[N:4]=[N:5][C:6]([C:24]([NH2:26])=[O:25])=[C:7]([NH:9][C:10]2[CH:15]=[CH:14][C:13]([C:16]([N:18]3[CH2:23][CH2:22][O:21][CH2:20][CH2:19]3)=[O:17])=[CH:12][CH:11]=2)[N:8]=1.C1C=C(Cl)C=C(C(OO)=O)C=1.CCN(C(C)C)C(C)C.[NH2:47][C@@H:48]1[CH2:53][CH2:52][CH2:51][N:50]([C:54]([O:56][C:57]([CH3:60])([CH3:59])[CH3:58])=[O:55])[CH2:49]1, predict the reaction product. The product is: [C:24]([C:6]1[N:5]=[N:4][C:3]([NH:47][C@@H:48]2[CH2:53][CH2:52][CH2:51][N:50]([C:54]([O:56][C:57]([CH3:60])([CH3:59])[CH3:58])=[O:55])[CH2:49]2)=[N:8][C:7]=1[NH:9][C:10]1[CH:15]=[CH:14][C:13]([C:16]([N:18]2[CH2:23][CH2:22][O:21][CH2:20][CH2:19]2)=[O:17])=[CH:12][CH:11]=1)(=[O:25])[NH2:26]. (3) Given the reactants Cl.C[N:3](C)[CH2:4][CH2:5][CH2:6]N=C=NCC.[CH3:13][C:14]1[NH:18][C:17](=[O:19])[N:16]([C:20]2[CH:25]=[CH:24][C:23]([S:26][C:27]3[CH:28]=[C:29]([C:33]4([C:39]([OH:41])=O)[CH2:38][CH2:37][O:36][CH2:35][CH2:34]4)[CH:30]=[CH:31][CH:32]=3)=[CH:22][CH:21]=2)[N:15]=1.ON1C2C=CC=CC=2N=N1.CN1CCOCC1.C(N)C#C, predict the reaction product. The product is: [CH3:13][C:14]1[NH:18][C:17](=[O:19])[N:16]([C:20]2[CH:25]=[CH:24][C:23]([S:26][C:27]3[CH:28]=[C:29]([C:33]4([C:39]([NH:3][CH2:4][C:5]#[CH:6])=[O:41])[CH2:38][CH2:37][O:36][CH2:35][CH2:34]4)[CH:30]=[CH:31][CH:32]=3)=[CH:22][CH:21]=2)[N:15]=1. (4) Given the reactants [Cl:1][C:2]1[N:3]=[C:4](Cl)[C:5]2[C:10]([C:11]3[CH:16]=[CH:15][CH:14]=[CH:13][CH:12]=3)=[CH:9][S:8][C:6]=2[N:7]=1.[NH2:18][CH2:19][C:20]1[CH:25]=[CH:24][CH:23]=[CH:22][N:21]=1.C(N(CC)CC)C.CC(O)C, predict the reaction product. The product is: [Cl:1][C:2]1[N:3]=[C:4]([NH:18][CH2:19][C:20]2[CH:25]=[CH:24][CH:23]=[CH:22][N:21]=2)[C:5]2[C:10]([C:11]3[CH:16]=[CH:15][CH:14]=[CH:13][CH:12]=3)=[CH:9][S:8][C:6]=2[N:7]=1. (5) Given the reactants [F:1][C:2]([F:7])([F:6])[C:3](O)=[O:4].[CH3:8][S:9]([C:12]1[CH:33]=[CH:32][C:15]([O:16][C:17]2[N:22]=[CH:21][N:20]=[C:19]3[N:23]([CH:26]4[CH2:31][CH2:30][NH:29][CH2:28][CH2:27]4)[N:24]=[CH:25][C:18]=23)=[CH:14][CH:13]=1)(=[O:11])=[O:10].[CH:34](N(C(C)C)CC)(C)C.[O:43]1CCC[CH2:44]1, predict the reaction product. The product is: [F:1][C:2]([F:7])([F:6])[CH:3]([O:4][C:44]([N:29]1[CH2:28][CH2:27][CH:26]([N:23]2[C:19]3=[N:20][CH:21]=[N:22][C:17]([O:16][C:15]4[CH:14]=[CH:13][C:12]([S:9]([CH3:8])(=[O:11])=[O:10])=[CH:33][CH:32]=4)=[C:18]3[CH:25]=[N:24]2)[CH2:31][CH2:30]1)=[O:43])[CH3:34].